Task: Predict the product of the given reaction.. Dataset: Forward reaction prediction with 1.9M reactions from USPTO patents (1976-2016) (1) Given the reactants Cl[C:2]1[C:7]([C:8]([O:10][CH2:11][CH3:12])=[O:9])=[CH:6][N:5]=[C:4]([N:13]2[CH2:18][CH2:17][O:16][CH2:15][CH2:14]2)[N:3]=1.[CH3:19][O:20][C:21]1[CH:28]=[CH:27][C:24]([CH2:25][NH2:26])=[CH:23][CH:22]=1.C(N(C(C)C)CC)(C)C, predict the reaction product. The product is: [CH3:19][O:20][C:21]1[CH:28]=[CH:27][C:24]([CH2:25][NH:26][C:2]2[C:7]([C:8]([O:10][CH2:11][CH3:12])=[O:9])=[CH:6][N:5]=[C:4]([N:13]3[CH2:18][CH2:17][O:16][CH2:15][CH2:14]3)[N:3]=2)=[CH:23][CH:22]=1. (2) Given the reactants F[C:2]1[CH:9]=[CH:8][C:5]([C:6]#[N:7])=[CH:4][CH:3]=1.[CH:10]1([NH2:14])[CH2:13][CH2:12][CH2:11]1.C([O-])([O-])=O.[K+].[K+], predict the reaction product. The product is: [CH:10]1([NH:14][C:2]2[CH:9]=[CH:8][C:5]([C:6]#[N:7])=[CH:4][CH:3]=2)[CH2:13][CH2:12][CH2:11]1.